From a dataset of Reaction yield outcomes from USPTO patents with 853,638 reactions. Predict the reaction yield, written as a fraction of the theoretical maximum amount of product (1.0 means a 100% yield; for example, 0.34 means a 34% yield). (1) The reactants are [CH3:1][C:2]1[CH:3]=[C:4]([CH:27]=[CH:28][CH:29]=1)[C:5]([NH:7][C:8]1[CH:9]=[C:10]([C@@H:14]([NH:16][C:17]2[N:22]=[C:21]([C:23]([O:25]C)=O)[CH:20]=[N:19][CH:18]=2)[CH3:15])[CH:11]=[CH:12][CH:13]=1)=[O:6].[NH3:30]. The catalyst is O1CCOCC1.C(OCC)(=O)C. The product is [CH3:1][C:2]1[CH:3]=[C:4]([CH:27]=[CH:28][CH:29]=1)[C:5]([NH:7][C:8]1[CH:9]=[C:10]([C@@H:14]([NH:16][C:17]2[N:22]=[C:21]([C:23]([NH2:30])=[O:25])[CH:20]=[N:19][CH:18]=2)[CH3:15])[CH:11]=[CH:12][CH:13]=1)=[O:6]. The yield is 0.980. (2) The reactants are [H-].[Na+].[OH:3][C@@H:4]([CH2:20][N:21]([C:26]1[CH:31]=[CH:30][C:29]([OH:32])=[CH:28][CH:27]=1)[CH2:22][CH:23]([CH3:25])[CH3:24])[CH2:5][O:6][C:7]1[C:19]2[C:18]3[C:13](=[CH:14][CH:15]=[CH:16][CH:17]=3)[NH:12][C:11]=2[CH:10]=[CH:9][CH:8]=1.Br[C:34]([CH3:39])([CH3:38])[C:35]([NH2:37])=[O:36]. The catalyst is O1CCOCC1. The product is [OH:3][C@@H:4]([CH2:20][N:21]([C:26]1[CH:31]=[CH:30][C:29]([O:32][C:34]([CH3:39])([C:35](=[O:36])[NH2:37])[CH3:38])=[CH:28][CH:27]=1)[CH2:22][CH:23]([CH3:25])[CH3:24])[CH2:5][O:6][C:7]1[C:19]2[C:18]3[C:13](=[CH:14][CH:15]=[CH:16][CH:17]=3)[NH:12][C:11]=2[CH:10]=[CH:9][CH:8]=1. The yield is 0.940.